From a dataset of Catalyst prediction with 721,799 reactions and 888 catalyst types from USPTO. Predict which catalyst facilitates the given reaction. (1) Product: [CH3:28][S:29]([O:1][CH2:2][C:3]1([OH:27])[CH2:4][CH2:5][N:6]([C:9]2[CH:14]=[CH:13][C:12]([N:15]3[CH2:19][C@H:18]([CH2:20][NH:21][C:22](=[O:24])[CH3:23])[O:17][C:16]3=[O:25])=[CH:11][C:10]=2[F:26])[CH2:7][CH2:8]1)(=[O:31])=[O:30]. The catalyst class is: 4. Reactant: [OH:1][CH2:2][C:3]1([OH:27])[CH2:8][CH2:7][N:6]([C:9]2[CH:14]=[CH:13][C:12]([N:15]3[CH2:19][C@H:18]([CH2:20][NH:21][C:22](=[O:24])[CH3:23])[O:17][C:16]3=[O:25])=[CH:11][C:10]=2[F:26])[CH2:5][CH2:4]1.[CH3:28][S:29](Cl)(=[O:31])=[O:30].C(N(CC)CC)C. (2) Reactant: [CH2:1]([O:8][C:9]1[C:10]([N+:16]([O-])=O)=[N:11][C:12]([Br:15])=[CH:13][CH:14]=1)[C:2]1[CH:7]=[CH:6][CH:5]=[CH:4][CH:3]=1. Product: [CH2:1]([O:8][C:9]1[C:10]([NH2:16])=[N:11][C:12]([Br:15])=[CH:13][CH:14]=1)[C:2]1[CH:7]=[CH:6][CH:5]=[CH:4][CH:3]=1. The catalyst class is: 180.